From a dataset of Forward reaction prediction with 1.9M reactions from USPTO patents (1976-2016). Predict the product of the given reaction. The product is: [CH2:1]([O:8][C:9]1[CH:17]=[C:16]2[C:12]([CH:13]=[N:14][N:15]2[CH2:18][C@@H:19]([O:21][Si:28]([C:24]([CH3:27])([CH3:26])[CH3:25])([CH3:30])[CH3:29])[CH3:20])=[CH:11][CH:10]=1)[C:2]1[CH:3]=[CH:4][CH:5]=[CH:6][CH:7]=1. Given the reactants [CH2:1]([O:8][C:9]1[CH:17]=[C:16]2[C:12]([CH:13]=[N:14][N:15]2[CH2:18][C@@H:19]([OH:21])[CH3:20])=[CH:11][CH:10]=1)[C:2]1[CH:7]=[CH:6][CH:5]=[CH:4][CH:3]=1.[H-].[Na+].[C:24]([Si:28](Cl)([CH3:30])[CH3:29])([CH3:27])([CH3:26])[CH3:25].[Na+].[I-], predict the reaction product.